From a dataset of Peptide-MHC class I binding affinity with 185,985 pairs from IEDB/IMGT. Regression. Given a peptide amino acid sequence and an MHC pseudo amino acid sequence, predict their binding affinity value. This is MHC class I binding data. (1) The peptide sequence is RTYIYWHGRDN. The MHC is Mamu-A01 with pseudo-sequence Mamu-A01. The binding affinity (normalized) is 0.106. (2) The peptide sequence is AAERGPGQML. The MHC is HLA-B57:01 with pseudo-sequence HLA-B57:01. The binding affinity (normalized) is 0. (3) The peptide sequence is NNIEFNFTY. The MHC is HLA-B18:01 with pseudo-sequence HLA-B18:01. The binding affinity (normalized) is 0.756. (4) The binding affinity (normalized) is 0.0847. The MHC is HLA-B57:01 with pseudo-sequence HLA-B57:01. The peptide sequence is LTDRELLLL.